This data is from Forward reaction prediction with 1.9M reactions from USPTO patents (1976-2016). The task is: Predict the product of the given reaction. (1) Given the reactants Cl.[Br:2][C:3]1[C:11]2[C:6](=[CH:7][CH:8]=[CH:9][CH:10]=2)[N:5]([C:12]2[CH:17]=[CH:16][CH:15]=[C:14]([F:18])[CH:13]=2)[C:4]=1[CH:19]([NH:21]C(=O)OC(C)(C)C)[CH3:20], predict the reaction product. The product is: [Br:2][C:3]1[C:11]2[C:6](=[CH:7][CH:8]=[CH:9][CH:10]=2)[N:5]([C:12]2[CH:17]=[CH:16][CH:15]=[C:14]([F:18])[CH:13]=2)[C:4]=1[CH:19]([NH2:21])[CH3:20]. (2) Given the reactants [CH:1]1([C:4]([N:6]2[CH2:10][CH2:9][C@@H:8]([CH2:11][N:12]3[CH:16]=[N:15][N:14]=[C:13]3[C:17]3[CH:22]=[CH:21][C:20]([C:23]4[CH:24]=[C:25]5[N:31](COCC[Si](C)(C)C)[CH:30]=[CH:29][C:26]5=[N:27][CH:28]=4)=[CH:19][CH:18]=3)[CH2:7]2)=[O:5])[CH2:3][CH2:2]1.Cl.CCN(CC)CC, predict the reaction product. The product is: [CH:1]1([C:4]([N:6]2[CH2:10][CH2:9][C@@H:8]([CH2:11][N:12]3[CH:16]=[N:15][N:14]=[C:13]3[C:17]3[CH:18]=[CH:19][C:20]([C:23]4[CH:24]=[C:25]5[NH:31][CH:30]=[CH:29][C:26]5=[N:27][CH:28]=4)=[CH:21][CH:22]=3)[CH2:7]2)=[O:5])[CH2:3][CH2:2]1. (3) The product is: [ClH:1].[CH2:24]([C:25]1([CH2:26][CH2:27][CH2:28][CH3:29])[C:12]2[NH:13][C:14]3[C:19](=[CH:18][CH:17]=[CH:16][CH:15]=3)[C:11]=2[CH2:10][C@H:9]([C:5]2[O:6][C:7]([CH3:8])=[C:3]([CH3:2])[N:4]=2)[NH:20]1)[CH2:23][CH2:22][CH3:21]. Given the reactants [ClH:1].[CH3:2][C:3]1[N:4]=[C:5]([C@H:9]([NH2:20])[CH2:10][C:11]2[C:19]3[C:14](=[CH:15][CH:16]=[CH:17][CH:18]=3)[NH:13][CH:12]=2)[O:6][C:7]=1[CH3:8].[CH3:21][CH2:22][CH2:23][CH2:24][C:25](=O)[CH2:26][CH2:27][CH2:28][CH3:29], predict the reaction product.